From a dataset of Catalyst prediction with 721,799 reactions and 888 catalyst types from USPTO. Predict which catalyst facilitates the given reaction. (1) Reactant: [F:1][C:2]1[CH:3]=[C:4]([OH:15])[C:5]([N+:12]([O-])=O)=[C:6]([CH:11]=1)[C:7]([O:9][CH3:10])=[O:8].C(O)(=O)C. Product: [NH2:12][C:5]1[C:4]([OH:15])=[CH:3][C:2]([F:1])=[CH:11][C:6]=1[C:7]([O:9][CH3:10])=[O:8]. The catalyst class is: 19. (2) Reactant: CN(C[C:5]1[CH:10]=[CH:9][CH:8]=[CH:7][C:6]=1[C:11]1[CH:16]=[CH:15][C:14](N)=[CH:13][CH:12]=1)C.C(OC1C=CC2C(=CC=CC=2)[N:22]1C(OCC)=O)C.[C:36]([N:43]1[CH2:50][CH:49](O)[CH2:48][C@H:44]1[C:45]([OH:47])=[O:46])([O:38][C:39]([CH3:42])([CH3:41])[CH3:40])=[O:37]. Product: [C:6]1([C:11]2[CH:16]=[CH:15][CH:14]=[CH:13][CH:12]=2)[C:5]([NH2:22])=[CH:10][CH:9]=[CH:8][CH:7]=1.[C:36]([N:43]1[CH2:50][CH2:49][CH2:48][C@H:44]1[C:45]([OH:47])=[O:46])([O:38][C:39]([CH3:42])([CH3:41])[CH3:40])=[O:37]. The catalyst class is: 11. (3) Reactant: [CH3:1][C:2]1[C:3]([CH2:8][N:9]([CH2:18][C:19]2[C:24]([CH3:25])=[CH:23][CH:22]=[CH:21][N:20]=2)[CH:10]2[CH2:15][CH2:14][N:13]([C:16]#[N:17])[CH2:12][CH2:11]2)=[N:4][CH:5]=[CH:6][CH:7]=1.[NH2:26][OH:27].Cl.CCN(C(C)C)C(C)C.C([O-])(O)=O.[Na+]. Product: [CH3:1][C:2]1[C:3]([CH2:8][N:9]([CH2:18][C:19]2[C:24]([CH3:25])=[CH:23][CH:22]=[CH:21][N:20]=2)[CH:10]2[CH2:15][CH2:14][N:13]([C:16]([NH:26][OH:27])=[NH:17])[CH2:12][CH2:11]2)=[N:4][CH:5]=[CH:6][CH:7]=1. The catalyst class is: 3.